Dataset: TCR-epitope binding with 47,182 pairs between 192 epitopes and 23,139 TCRs. Task: Binary Classification. Given a T-cell receptor sequence (or CDR3 region) and an epitope sequence, predict whether binding occurs between them. The epitope is HSKKKCDEL. The TCR CDR3 sequence is CASSEYRVVPDTQYF. Result: 0 (the TCR does not bind to the epitope).